Task: Predict which catalyst facilitates the given reaction.. Dataset: Catalyst prediction with 721,799 reactions and 888 catalyst types from USPTO (1) Product: [Br:1][C:2]1[CH:3]=[C:4]2[C:10]([CH3:11])=[C:9]([CH3:23])[N:8]([S:12]([C:15]3[CH:20]=[CH:19][CH:18]=[CH:17][CH:16]=3)(=[O:14])=[O:13])[C:5]2=[N:6][CH:7]=1. Reactant: [Br:1][C:2]1[CH:3]=[C:4]2[C:10]([CH3:11])=[CH:9][N:8]([S:12]([C:15]3[CH:20]=[CH:19][C:18](Br)=[CH:17][CH:16]=3)(=[O:14])=[O:13])[C:5]2=[N:6][CH:7]=1.[Li+].[CH3:23]C([N-]C(C)C)C.CI.[Na+].[Cl-]. The catalyst class is: 49. (2) Reactant: [CH2:1]([O:3][C:4]([C:6]1[C:7]([CH3:19])=[N:8][C:9]([N:13]2[CH2:18][CH2:17][O:16][CH2:15][CH2:14]2)=[CH:10][C:11]=1Cl)=[O:5])[CH3:2].CCO.[CH:23](/B(O)O)=[CH:24]\[CH3:25].C(=O)([O-])[O-].[Cs+].[Cs+]. Product: [CH2:1]([O:3][C:4]([C:6]1[C:7]([CH3:19])=[N:8][C:9]([N:13]2[CH2:18][CH2:17][O:16][CH2:15][CH2:14]2)=[CH:10][C:11]=1/[CH:23]=[CH:24]/[CH3:25])=[O:5])[CH3:2]. The catalyst class is: 741. (3) Reactant: [NH:1]([C:8]([NH:10][C:11]1[CH:12]=[CH:13][C:14]([O:20][CH:21]([C:28]2[CH:33]=[CH:32][CH:31]=[CH:30][CH:29]=2)[C:22]2[CH:27]=[CH:26][CH:25]=[CH:24][CH:23]=2)=[C:15]([CH:19]=1)[C:16](O)=[O:17])=[O:9])[C:2]1[CH:7]=[CH:6][CH:5]=[CH:4][CH:3]=1.[C:34]([NH2:43])([C:37]1[CH:42]=[CH:41][CH:40]=[CH:39][CH:38]=1)([CH3:36])[CH3:35].ON1C2C=CC=CC=2N=N1.Cl.C(N=C=NCCCN(C)C)C. Product: [NH:1]([C:8]([NH:10][C:11]1[CH:12]=[CH:13][C:14]([O:20][CH:21]([C:22]2[CH:23]=[CH:24][CH:25]=[CH:26][CH:27]=2)[C:28]2[CH:29]=[CH:30][CH:31]=[CH:32][CH:33]=2)=[C:15]([CH:19]=1)[C:16]([NH:43][C:34]([CH3:36])([C:37]1[CH:42]=[CH:41][CH:40]=[CH:39][CH:38]=1)[CH3:35])=[O:17])=[O:9])[C:2]1[CH:7]=[CH:6][CH:5]=[CH:4][CH:3]=1. The catalyst class is: 18. (4) Reactant: [Cl:1][C:2]1[C:3]2[C:10]([C:11]3[CH:16]=[CH:15][C:14]([F:17])=[CH:13][CH:12]=3)=[CH:9][S:8][C:4]=2[N:5]=[CH:6][N:7]=1.[Cl:18]N1C(=O)CCC1=O. Product: [Cl:1][C:2]1[C:3]2[C:10]([C:11]3[CH:16]=[CH:15][C:14]([F:17])=[CH:13][CH:12]=3)=[C:9]([Cl:18])[S:8][C:4]=2[N:5]=[CH:6][N:7]=1. The catalyst class is: 15. (5) Reactant: [Si]([O:8][CH2:9][CH2:10][CH2:11][S@:12](=[O:45])([C:39]1[CH:44]=[CH:43][CH:42]=[CH:41][CH:40]=1)=[N:13][C:14](=[O:38])[C:15]1[CH:20]=[C:19]([C:21]#[C:22][C:23]2[CH:28]=[CH:27][CH:26]=[C:25]([NH:29][C:30]([C:32]3[O:33][CH:34]=[CH:35][C:36]=3[CH3:37])=[O:31])[CH:24]=2)[CH:18]=[N:17][CH:16]=1)(C(C)(C)C)(C)C.[F-].C([NH3+])(C)(C)C. Product: [OH:8][CH2:9][CH2:10][CH2:11][S@:12](=[O:45])([C:39]1[CH:40]=[CH:41][CH:42]=[CH:43][CH:44]=1)=[N:13][C:14](=[O:38])[C:15]1[CH:20]=[C:19]([C:21]#[C:22][C:23]2[CH:28]=[CH:27][CH:26]=[C:25]([NH:29][C:30]([C:32]3[O:33][CH:34]=[CH:35][C:36]=3[CH3:37])=[O:31])[CH:24]=2)[CH:18]=[N:17][CH:16]=1. The catalyst class is: 49.